Predict the reactants needed to synthesize the given product. From a dataset of Full USPTO retrosynthesis dataset with 1.9M reactions from patents (1976-2016). (1) Given the product [N:8]1([C:6]([O:5][C:1]([CH3:4])([CH3:2])[CH3:3])=[O:7])[CH2:12][CH2:11][CH2:10][C@@H:9]1[C:13]([O:15][CH2:26][C:27](=[O:28])[C:29]1[CH:34]=[CH:33][CH:32]=[CH:31][CH:30]=1)=[O:14], predict the reactants needed to synthesize it. The reactants are: [C:1]([O:5][C:6]([N:8]1[CH2:12][CH2:11][CH2:10][C@@H:9]1[C:13]([OH:15])=[O:14])=[O:7])([CH3:4])([CH3:3])[CH3:2].CCN(C(C)C)C(C)C.Br[CH2:26][C:27]([C:29]1[CH:34]=[CH:33][CH:32]=[CH:31][CH:30]=1)=[O:28].CCCCCCC. (2) Given the product [CH2:13]([O:10][C:5]1[CH:6]=[CH:7][CH:8]=[CH:9][C:4]=1[Br:3])[CH:12]=[CH2:11], predict the reactants needed to synthesize it. The reactants are: [H-].[Na+].[Br:3][C:4]1[CH:9]=[CH:8][CH:7]=[CH:6][C:5]=1[OH:10].[CH2:11](Br)[CH:12]=[CH2:13]. (3) The reactants are: [P:1]([O:8][CH2:9][CH3:10])([O:5]CC)[O:2][CH2:3][CH3:4].Br[CH2:12][C:13]1[CH:21]=[C:20]2[C:16]([CH:17]=[C:18]([C:23]([O:25][CH2:26][CH3:27])=[O:24])[N:19]2[CH3:22])=[C:15]([C:28]([F:31])([F:30])[F:29])[CH:14]=1. Given the product [CH2:9]([O:8][P:1]([CH2:12][C:13]1[CH:21]=[C:20]2[C:16]([CH:17]=[C:18]([C:23]([O:25][CH2:26][CH3:27])=[O:24])[N:19]2[CH3:22])=[C:15]([C:28]([F:31])([F:30])[F:29])[CH:14]=1)([O:2][CH2:3][CH3:4])=[O:5])[CH3:10], predict the reactants needed to synthesize it. (4) Given the product [CH2:9]([O:8][C:1](=[O:7])[C:2](=[O:4])[CH2:23][C:22]([C:18]1[CH:17]=[C:16]([CH3:15])[CH:21]=[CH:20][N:19]=1)=[O:24])[CH3:10], predict the reactants needed to synthesize it. The reactants are: [C:1]([O:8][CH2:9][CH3:10])(=[O:7])[C:2]([O:4]CC)=O.[O-]CC.[Na+].[CH3:15][C:16]1[CH:21]=[CH:20][N:19]=[C:18]([C:22](=[O:24])[CH3:23])[CH:17]=1.O. (5) Given the product [Cl:1][C:2]1[N:10]=[C:9]2[C:5]([N:6]=[C:7]([I:17])[NH:8]2)=[C:4]([N:18]2[CH2:19][CH2:20][O:21][CH2:22][CH2:23]2)[N:3]=1, predict the reactants needed to synthesize it. The reactants are: [Cl:1][C:2]1[N:10]=[C:9]2[C:5]([N:6]=[C:7]([I:17])[N:8]2C2CCCCO2)=[C:4]([N:18]2[CH2:23][CH2:22][O:21][CH2:20][CH2:19]2)[N:3]=1.C1(C)C=CC(S(O)(=O)=O)=CC=1. (6) Given the product [Cl:1][C:2]1[CH:7]=[CH:6][C:5]([C:8]2[C:13]([F:14])=[CH:12][C:11]([CH3:15])=[C:10]([C:16]3[C:17](=[O:29])[NH:18][C:19]4([CH2:22][CH2:23][N:24]([O:27][CH3:28])[CH2:25][CH2:26]4)[C:20]=3[O:21][C:30](=[O:35])[C:31]([CH3:34])([CH3:33])[CH3:32])[CH:9]=2)=[CH:4][CH:3]=1, predict the reactants needed to synthesize it. The reactants are: [Cl:1][C:2]1[CH:7]=[CH:6][C:5]([C:8]2[C:13]([F:14])=[CH:12][C:11]([CH3:15])=[C:10]([C:16]3[C:17](=[O:29])[NH:18][C:19]4([CH2:26][CH2:25][N:24]([O:27][CH3:28])[CH2:23][CH2:22]4)[C:20]=3[OH:21])[CH:9]=2)=[CH:4][CH:3]=1.[C:30](Cl)(=[O:35])[C:31]([CH3:34])([CH3:33])[CH3:32].N1C=CC=CC=1.Cl. (7) Given the product [Cl:1][C:2]1[CH:3]=[C:4]2[C:8](=[CH:9][CH:10]=1)[NH:7][C:6](=[O:11])[CH:5]2[CH2:12][CH3:13], predict the reactants needed to synthesize it. The reactants are: [Cl:1][C:2]1[CH:3]=[C:4]2[C:8](=[CH:9][CH:10]=1)[NH:7][C:6](=[O:11])[CH2:5]2.[CH2:12](O)[CH3:13]. (8) Given the product [CH3:39][C:6]1([CH3:7])[C:16]2[CH:15]=[C:13]([NH2:14])[CH:12]=[CH:11][C:10]=2[C:4]([C:31]2[CH:36]=[CH:35][C:34]([NH2:37])=[CH:33][CH:32]=2)([CH3:3])[CH2:5]1.[CH:62]1[C:61]([C:74]([C:23]2[CH:24]=[CH:25][C:55]3[C:54]([O:58][C:57](=[O:38])[C:56]=3[CH:28]=2)=[O:59])=[O:75])=[CH:60][C:65]2[C:66]([O:68][C:69](=[O:70])[C:64]=2[CH:63]=1)=[O:67], predict the reactants needed to synthesize it. The reactants are: FC(F)(F)[C:3]1C=[C:7](N)[CH:6]=[CH:5][C:4]=1[C:10]1[CH:16]=[CH:15][C:13]([NH2:14])=[CH:12][C:11]=1C(F)(F)F.[CH:23]1[C:28](N)=CC=[C:25](O[C:31]2[CH:32]=[CH:33][C:34]([NH2:37])=[CH:35][CH:36]=2)[CH:24]=1.[OH:38][C:39]1C=C(C2C=CC(N)=C(O)C=2)C=CC=1N.[C:54]1(=[O:59])[O:58][CH2:57][CH2:56][CH2:55]1.[CH2:60]1[CH:65]2[C:66]([O:68][C:69](=[O:70])[CH:64]2[CH2:63][CH:62]2C(O[C:74](=[O:75])[CH:61]12)=O)=[O:67].CN(C)C. (9) Given the product [Cl:4][C:5]1[N:10]=[C:9]([NH:11][C@H:12]([C:14]2[CH:19]=[CH:18][C:17]([F:20])=[CH:16][N:15]=2)[CH3:13])[C:8]([C:21]([OH:23])=[O:22])=[CH:7][N:6]=1, predict the reactants needed to synthesize it. The reactants are: O.[OH-].[Li+].[Cl:4][C:5]1[N:10]=[C:9]([NH:11][C@H:12]([C:14]2[CH:19]=[CH:18][C:17]([F:20])=[CH:16][N:15]=2)[CH3:13])[C:8]([C:21]([O:23]CC)=[O:22])=[CH:7][N:6]=1.